Dataset: Catalyst prediction with 721,799 reactions and 888 catalyst types from USPTO. Task: Predict which catalyst facilitates the given reaction. (1) Reactant: [Br:1][C:2]1[CH:9]=[CH:8][C:5]([CH:6]=O)=[CH:4][CH:3]=1.[N+:10]([CH2:13][CH3:14])([O-:12])=[O:11].C([O-])(=O)C.[NH4+].S(=O)(=O)(O)O. Product: [Br:1][C:2]1[CH:9]=[CH:8][C:5]([CH:6]=[C:13]([N+:10]([O-:12])=[O:11])[CH3:14])=[CH:4][CH:3]=1. The catalyst class is: 11. (2) Reactant: [O:1]1[C:5]2[CH:6]=[CH:7][CH:8]=[CH:9][C:4]=2[N:3]=[C:2]1[NH:10][C:11]1[CH:16]=[CH:15][C:14]([NH:17][C:18]2[C:23]([N+:24]([O-])=O)=[CH:22][CH:21]=[CH:20][N:19]=2)=[CH:13][CH:12]=1. Product: [O:1]1[C:5]2[CH:6]=[CH:7][CH:8]=[CH:9][C:4]=2[N:3]=[C:2]1[NH:10][C:11]1[CH:12]=[CH:13][C:14]([NH:17][C:18]2[C:23]([NH2:24])=[CH:22][CH:21]=[CH:20][N:19]=2)=[CH:15][CH:16]=1. The catalyst class is: 19. (3) Reactant: [Cl-].[Cl-].[Cl-].[Al+3].C1(C)C=CC=CC=1.[CH3:12][O:13][C:14]1[O:15][C:16]2[C:21]([C:22](=[O:24])[CH:23]=1)=[CH:20][CH:19]=[C:18]([O:25]C)[CH:17]=2. Product: [OH:25][C:18]1[CH:17]=[C:16]2[C:21]([C:22](=[O:24])[CH:23]=[C:14]([O:13][CH3:12])[O:15]2)=[CH:20][CH:19]=1. The catalyst class is: 6. (4) Reactant: [SH:1][C:2]1[S:3][C:4]([CH2:8][C:9]([O:11][CH3:12])=[O:10])=[C:5]([CH3:7])[N:6]=1.Cl[CH2:14][C:15]1[CH:34]=[CH:33][C:18]([O:19][CH2:20][C:21]2[N:22]=[C:23]([C:27]3[CH:32]=[CH:31][CH:30]=[CH:29][CH:28]=3)[O:24][C:25]=2[CH3:26])=[CH:17][CH:16]=1.C(=O)([O-])[O-].[K+].[K+].CN(C)C=O. Product: [CH3:7][C:5]1[N:6]=[C:2]([S:1][CH2:14][C:15]2[CH:16]=[CH:17][C:18]([O:19][CH2:20][C:21]3[N:22]=[C:23]([C:27]4[CH:32]=[CH:31][CH:30]=[CH:29][CH:28]=4)[O:24][C:25]=3[CH3:26])=[CH:33][CH:34]=2)[S:3][C:4]=1[CH2:8][C:9]([O:11][CH3:12])=[O:10]. The catalyst class is: 6. (5) Reactant: Cl[C:2]1[CH:3]=[CH:4][CH:5]=[C:6]2[C:10]=1[C:9](=[O:11])[CH:8]([CH2:12][CH:13]1[CH2:18][CH2:17][CH2:16][CH2:15][CH2:14]1)[CH2:7]2.[C:19]1(B(O)O)[C:28]2[C:23](=[CH:24][CH:25]=[CH:26][CH:27]=2)[CH:22]=[CH:21][CH:20]=1.C(=O)([O-])[O-].[Na+].[Na+].C(O)CO. Product: [C:19]1([C:2]2[CH:3]=[CH:4][CH:5]=[C:6]3[C:10]=2[C:9](=[O:11])[CH:8]([CH2:12][CH:13]2[CH2:14][CH2:15][CH2:16][CH2:17][CH2:18]2)[CH2:7]3)[C:28]2[C:23](=[CH:24][CH:25]=[CH:26][CH:27]=2)[CH:22]=[CH:21][CH:20]=1. The catalyst class is: 6.